From a dataset of Forward reaction prediction with 1.9M reactions from USPTO patents (1976-2016). Predict the product of the given reaction. (1) Given the reactants [NH2:1][C:2]1[O:3][C@H:4]([C:28]([F:31])([F:30])[F:29])[CH2:5][C@:6]([C:9]2[CH:10]=[C:11]([NH:17][C:18](=[O:27])[C:19]3[C:24]([F:25])=[CH:23][C:22](Cl)=[CH:21][N:20]=3)[CH:12]=[C:13]([F:16])[C:14]=2[F:15])([CH3:8])[N:7]=1.C[C:33]([N:35](C)C)=O, predict the reaction product. The product is: [NH2:1][C:2]1[O:3][C@H:4]([C:28]([F:31])([F:30])[F:29])[CH2:5][C@:6]([C:9]2[CH:10]=[C:11]([NH:17][C:18](=[O:27])[C:19]3[C:24]([F:25])=[CH:23][C:22]([C:33]#[N:35])=[CH:21][N:20]=3)[CH:12]=[C:13]([F:16])[C:14]=2[F:15])([CH3:8])[N:7]=1. (2) Given the reactants Cl.[N:2]1([C:7](=[NH:9])[NH2:8])[CH:6]=[CH:5][CH:4]=N1.CCN(C(C)C)C(C)C.[O:19]1CCC(N)[CH2:21][CH2:20]1.CCOCC, predict the reaction product. The product is: [O:19]1[CH2:20][CH2:21][CH:6]([NH:2][C:7]([NH2:8])=[NH:9])[CH2:5][CH2:4]1. (3) Given the reactants [CH2:1]=[CH:2][C:3](=[CH2:5])[CH3:4].[C:6](#[N:9])[CH:7]=[CH2:8], predict the reaction product. The product is: [CH2:1]=[CH:2][C:3](=[CH2:4])[CH3:5].[C:6](#[N:9])[CH:7]=[CH2:8].